From a dataset of Full USPTO retrosynthesis dataset with 1.9M reactions from patents (1976-2016). Predict the reactants needed to synthesize the given product. (1) The reactants are: [Br:1][C:2]1[CH:3]=[N:4][C:5]2[N:6]([N:8]=[C:9]([C:11]([OH:13])=O)[CH:10]=2)[CH:7]=1.[CH3:14][N:15]1[C:24]2[C:19](=[CH:20][CH:21]=[CH:22][C:23]=2[C:25]2[CH:30]=[CH:29][N:28]=[CH:27][CH:26]=2)[CH2:18][CH2:17][NH:16]1. Given the product [Br:1][C:2]1[CH:3]=[N:4][C:5]2[N:6]([N:8]=[C:9]([C:11]([N:16]3[CH2:17][CH2:18][C:19]4[C:24](=[C:23]([C:25]5[CH:30]=[CH:29][N:28]=[CH:27][CH:26]=5)[CH:22]=[CH:21][CH:20]=4)[N:15]3[CH3:14])=[O:13])[CH:10]=2)[CH:7]=1, predict the reactants needed to synthesize it. (2) Given the product [O:14]([CH2:13][CH2:12][N:1]1[CH:5]=[CH:4][N:3]=[C:2]1[C:6]([O:8][CH2:9][CH3:10])=[O:7])[C:15]1[CH:20]=[CH:19][CH:18]=[CH:17][CH:16]=1, predict the reactants needed to synthesize it. The reactants are: [NH:1]1[CH:5]=[CH:4][N:3]=[C:2]1[C:6]([O:8][CH2:9][CH3:10])=[O:7].Br[CH2:12][CH2:13][O:14][C:15]1[CH:20]=[CH:19][CH:18]=[CH:17][CH:16]=1.C(=O)([O-])[O-].[K+].[K+].C(OCC)(=O)C. (3) The reactants are: [NH:1]1[CH:5]=[CH:4][N:3]=[C:2]1[C:6]1[S:7][CH:8]=[C:9]([C:11]([NH2:13])=O)[N:10]=1.O=P(Cl)(Cl)Cl.C([O-])(O)=O.[Na+]. Given the product [NH:3]1[CH:4]=[CH:5][N:1]=[C:2]1[C:6]1[S:7][CH:8]=[C:9]([C:11]#[N:13])[N:10]=1, predict the reactants needed to synthesize it. (4) Given the product [CH3:28][O:26][C:2]1[C:7]([C:8]2[C:17]3[CH2:16][CH2:15][CH2:14][CH2:13][C:12]=3[N:11]=[C:10]([O:18][CH2:19][C:20]3[CH:25]=[CH:24][CH:23]=[CH:22][N:21]=3)[CH:9]=2)=[CH:6][CH:5]=[CH:4][N:3]=1, predict the reactants needed to synthesize it. The reactants are: F[C:2]1[C:7]([C:8]2[C:17]3[CH2:16][CH2:15][CH2:14][CH2:13][C:12]=3[N:11]=[C:10]([O:18][CH2:19][C:20]3[CH:25]=[CH:24][CH:23]=[CH:22][N:21]=3)[CH:9]=2)=[CH:6][CH:5]=[CH:4][N:3]=1.[O:26]([C:28](C)(C)C)[K]. (5) Given the product [C:16]([O:20][C:21](=[O:40])[N:22]([CH2:29][C:30]1[CH:39]=[CH:38][C:33]2[O:34][CH2:35][CH2:36][O:37][C:32]=2[CH:31]=1)[CH:23]1[CH2:28][CH2:27][N:26]([CH2:13][CH2:12][N:7]2[C:8]3[C:3](=[C:2]([Br:1])[CH:11]=[CH:10][CH:9]=3)[CH:4]=[CH:5][C:6]2=[O:15])[CH2:25][CH2:24]1)([CH3:19])([CH3:17])[CH3:18], predict the reactants needed to synthesize it. The reactants are: [Br:1][C:2]1[CH:11]=[CH:10][CH:9]=[C:8]2[C:3]=1[CH:4]=[CH:5][C:6](=[O:15])[N:7]2[CH2:12][CH:13]=O.[C:16]([O:20][C:21](=[O:40])[N:22]([CH2:29][C:30]1[CH:39]=[CH:38][C:33]2[O:34][CH2:35][CH2:36][O:37][C:32]=2[CH:31]=1)[CH:23]1[CH2:28][CH2:27][NH:26][CH2:25][CH2:24]1)([CH3:19])([CH3:18])[CH3:17].C(O[BH-](OC(=O)C)OC(=O)C)(=O)C.[Na+].C(=O)([O-])O.[Na+]. (6) Given the product [C:23]([C:2]1[CH:7]=[C:6]([O:8][CH2:9][C:10]2[CH:15]=[CH:14][CH:13]=[CH:12][CH:11]=2)[C:5]([NH:16][C:17](=[O:19])[CH3:18])=[C:4]([N+:20]([O-:22])=[O:21])[CH:3]=1)#[N:24], predict the reactants needed to synthesize it. The reactants are: Br[C:2]1[CH:7]=[C:6]([O:8][CH2:9][C:10]2[CH:15]=[CH:14][CH:13]=[CH:12][CH:11]=2)[C:5]([NH:16][C:17](=[O:19])[CH3:18])=[C:4]([N+:20]([O-:22])=[O:21])[CH:3]=1.[CH3:23][N:24](C)C=O. (7) Given the product [CH3:2][O:3][C:4](=[O:9])[C@H:5]([CH2:7][OH:8])[NH:6][CH2:17][C:18]1[CH:23]=[CH:22][CH:21]=[CH:20][CH:19]=1, predict the reactants needed to synthesize it. The reactants are: Cl.[CH3:2][O:3][C:4](=[O:9])[C@H:5]([CH2:7][OH:8])[NH2:6].C(N(CC)CC)C.[CH:17](=O)[C:18]1[CH:23]=[CH:22][CH:21]=[CH:20][CH:19]=1.[O-]S([O-])(=O)=O.[Mg+2].[BH4-].[Na+]. (8) Given the product [NH2:24][C:25]([N:6]([CH2:5][C:4]([O:3][CH2:1][CH3:2])=[O:19])[C@@H:7]([C:15]([CH3:18])([CH3:17])[CH3:16])[C:8]([O:10][C:11]([CH3:12])([CH3:14])[CH3:13])=[O:9])=[O:26], predict the reactants needed to synthesize it. The reactants are: [CH2:1]([O:3][C:4](=[O:19])[CH2:5][NH:6][C@@H:7]([C:15]([CH3:18])([CH3:17])[CH3:16])[C:8]([O:10][C:11]([CH3:14])([CH3:13])[CH3:12])=[O:9])[CH3:2].ClS([N:24]=[C:25]=[O:26])(=O)=O.O. (9) Given the product [F:53][C:2]([F:1])([F:52])[C:3]1[CH:4]=[C:5]([CH:45]=[C:46]([C:48]([F:49])([F:51])[F:50])[CH:47]=1)[CH2:6][N:7]([CH2:20][C:21]1[CH:40]=[C:39]([C:41]([F:44])([F:43])[F:42])[CH:38]=[CH:37][C:22]=1[C:23]([N:25]([CH2:35][CH3:36])[CH2:26][CH2:27][C:28]([OH:30])=[O:29])=[O:24])[C:8]1[N:13]=[CH:12][C:11]([N:14]2[CH2:15][CH2:16][O:17][CH2:18][CH2:19]2)=[CH:10][N:9]=1, predict the reactants needed to synthesize it. The reactants are: [F:1][C:2]([F:53])([F:52])[C:3]1[CH:4]=[C:5]([CH:45]=[C:46]([C:48]([F:51])([F:50])[F:49])[CH:47]=1)[CH2:6][N:7]([CH2:20][C:21]1[CH:40]=[C:39]([C:41]([F:44])([F:43])[F:42])[CH:38]=[CH:37][C:22]=1[C:23]([N:25]([CH2:35][CH3:36])[CH2:26][CH2:27][C:28]([O:30]C(C)(C)C)=[O:29])=[O:24])[C:8]1[N:13]=[CH:12][C:11]([N:14]2[CH2:19][CH2:18][O:17][CH2:16][CH2:15]2)=[CH:10][N:9]=1.C(=O)(O)[O-].[Na+].